Dataset: Catalyst prediction with 721,799 reactions and 888 catalyst types from USPTO. Task: Predict which catalyst facilitates the given reaction. (1) Reactant: [Cl:1][C:2]1[CH:3]=[C:4]([CH:9]2[CH:15]([CH2:16]I)[O:14][CH2:13][CH2:12][N:11]([C:18]([O:20][C:21]([CH3:24])([CH3:23])[CH3:22])=[O:19])[CH2:10]2)[CH:5]=[CH:6][C:7]=1[Cl:8].C(=O)([O-])[O-].[K+].[K+].[CH3:31][O:32][C:33]1[CH:40]=[CH:39][C:36]([CH2:37][NH2:38])=[CH:35][CH:34]=1.O. Product: [Cl:1][C:2]1[CH:3]=[C:4]([CH:9]2[CH:15]([CH2:16][NH:38][CH2:37][C:36]3[CH:39]=[CH:40][C:33]([O:32][CH3:31])=[CH:34][CH:35]=3)[O:14][CH2:13][CH2:12][N:11]([C:18]([O:20][C:21]([CH3:24])([CH3:23])[CH3:22])=[O:19])[CH2:10]2)[CH:5]=[CH:6][C:7]=1[Cl:8]. The catalyst class is: 3. (2) Reactant: [CH2:1](P(=O)(OCC)OCC)[P:2](=[O:9])([O:6]CC)[O:3]CC.O. Product: [PH:2](=[O:3])([O-:9])[O-:6].[C+4:1].[C+4:1].[C+4:1].[C+4:1].[C+4:1].[C+4:1].[C+4:1].[C+4:1].[C+4:1].[C+4:1].[C+4:1].[C+4:1].[C+4:1].[C+4:1].[C+4:1].[PH:2](=[O:3])([O-:9])[O-:6].[PH:2](=[O:3])([O-:9])[O-:6].[PH:2](=[O:3])([O-:9])[O-:6].[PH:2](=[O:3])([O-:9])[O-:6].[PH:2](=[O:3])([O-:9])[O-:6].[PH:2](=[O:3])([O-:9])[O-:6].[PH:2](=[O:3])([O-:9])[O-:6].[PH:2](=[O:3])([O-:9])[O-:6].[PH:2](=[O:3])([O-:9])[O-:6].[PH:2](=[O:3])([O-:9])[O-:6].[PH:2](=[O:3])([O-:9])[O-:6].[PH:2](=[O:3])([O-:9])[O-:6].[PH:2](=[O:3])([O-:9])[O-:6].[PH:2](=[O:3])([O-:9])[O-:6].[PH:2](=[O:3])([O-:9])[O-:6].[PH:2](=[O:3])([O-:9])[O-:6].[PH:2](=[O:3])([O-:9])[O-:6].[PH:2](=[O:3])([O-:9])[O-:6].[PH:2](=[O:3])([O-:9])[O-:6].[PH:2](=[O:3])([O-:9])[O-:6].[PH:2](=[O:3])([O-:9])[O-:6].[PH:2](=[O:3])([O-:9])[O-:6].[PH:2](=[O:3])([O-:9])[O-:6].[PH:2](=[O:3])([O-:9])[O-:6].[PH:2](=[O:3])([O-:9])[O-:6].[PH:2](=[O:3])([O-:9])[O-:6].[PH:2](=[O:3])([O-:9])[O-:6].[PH:2](=[O:3])([O-:9])[O-:6].[PH:2](=[O:3])([O-:9])[O-:6]. The catalyst class is: 28. (3) The catalyst class is: 1. Reactant: [CH2:1]([O:8][CH2:9]/[CH:10]=[C:11](\[CH3:33])/[C@@H:12]([NH:24][C:25]1[CH:30]=[CH:29][C:28]([O:31][CH3:32])=[CH:27][CH:26]=1)[C@@H:13]([CH3:23])[CH2:14][O:15][Si](C(C)(C)C)(C)C)[C:2]1[CH:7]=[CH:6][CH:5]=[CH:4][CH:3]=1.[F-].C([N+](CCCC)(CCCC)CCCC)CCC. Product: [CH2:1]([O:8][CH2:9]/[CH:10]=[C:11](\[CH3:33])/[C@@H:12]([NH:24][C:25]1[CH:26]=[CH:27][C:28]([O:31][CH3:32])=[CH:29][CH:30]=1)[C@@H:13]([CH3:23])[CH2:14][OH:15])[C:2]1[CH:3]=[CH:4][CH:5]=[CH:6][CH:7]=1. (4) Product: [N+:30]([C:21]1[CH:22]=[N:23][C:24]2[C:29]([C:20]=1[NH:8][CH2:9][CH2:10][NH:11][C:12](=[O:18])[O:13][C:14]([CH3:15])([CH3:17])[CH3:16])=[CH:28][CH:27]=[CH:26][CH:25]=2)([O-:32])=[O:31]. Reactant: C(N(CC)CC)C.[NH2:8][CH2:9][CH2:10][NH:11][C:12](=[O:18])[O:13][C:14]([CH3:17])([CH3:16])[CH3:15].Cl[C:20]1[C:29]2[C:24](=[CH:25][CH:26]=[CH:27][CH:28]=2)[N:23]=[CH:22][C:21]=1[N+:30]([O-:32])=[O:31].CCCCCC. The catalyst class is: 4. (5) Reactant: [C:1]12([C:11]3[CH:12]=[C:13]([CH:18]=[CH:19][C:20]=3[OH:21])[C:14]([O:16][CH3:17])=[O:15])[CH2:10][CH:5]3[CH2:6][CH:7]([CH2:9][CH:3]([CH2:4]3)[CH2:2]1)[CH2:8]2.ClCCl.[S:25](O[S:25]([C:28]([F:31])([F:30])[F:29])(=[O:27])=[O:26])([C:28]([F:31])([F:30])[F:29])(=[O:27])=[O:26].Cl. Product: [C:1]12([C:11]3[CH:12]=[C:13]([CH:18]=[CH:19][C:20]=3[O:21][S:25]([C:28]([F:31])([F:30])[F:29])(=[O:27])=[O:26])[C:14]([O:16][CH3:17])=[O:15])[CH2:2][CH:3]3[CH2:9][CH:7]([CH2:6][CH:5]([CH2:4]3)[CH2:10]1)[CH2:8]2. The catalyst class is: 17. (6) Reactant: [Br:1][C:2]1[CH:3]=[CH:4][C:5]([Cl:11])=[C:6]([CH:10]=1)[C:7]([OH:9])=[O:8].C(N1C=CN=C1)(N1C=CN=C1)=O.[C:24](O)([CH3:27])([CH3:26])[CH3:25].N12CCCN=C1CCCCC2. Product: [Br:1][C:2]1[CH:3]=[CH:4][C:5]([Cl:11])=[C:6]([CH:10]=1)[C:7]([O:9][C:24]([CH3:27])([CH3:26])[CH3:25])=[O:8]. The catalyst class is: 483. (7) Reactant: [S:1]1[C:5]2[CH:6]=[CH:7][CH:8]=[C:9]([O:10][C:11]3[CH:16]=[CH:15][C:14]([NH:17][C:18]4[C:19]5[N:26]([CH2:27][CH2:28][NH:29][C:30](=[O:32])[CH3:31])[CH:25]=[CH:24][C:20]=5[N:21]=[CH:22][N:23]=4)=[CH:13][C:12]=3[Cl:33])[C:4]=2[CH:3]=[CH:2]1.[CH3:34][S:35]([OH:38])(=[O:37])=[O:36].C(OCC)C. Product: [CH3:34][S:35]([OH:38])(=[O:37])=[O:36].[S:1]1[C:5]2[CH:6]=[CH:7][CH:8]=[C:9]([O:10][C:11]3[CH:16]=[CH:15][C:14]([NH:17][C:18]4[C:19]5[N:26]([CH2:27][CH2:28][NH:29][C:30](=[O:32])[CH3:31])[CH:25]=[CH:24][C:20]=5[N:21]=[CH:22][N:23]=4)=[CH:13][C:12]=3[Cl:33])[C:4]=2[CH:3]=[CH:2]1. The catalyst class is: 13. (8) Reactant: O[C:2]1[N:3]=[CH:4][N:5]=[C:6]2[C:13]=1[C:12]1[C@H:11]([CH2:14][C:15]([O:17][CH2:18][CH3:19])=[O:16])[CH2:10][CH2:9][C:8]=1[S:7]2.P(Cl)(Cl)([Cl:22])=O. Product: [Cl:22][C:2]1[N:3]=[CH:4][N:5]=[C:6]2[C:13]=1[C:12]1[C@H:11]([CH2:14][C:15]([O:17][CH2:18][CH3:19])=[O:16])[CH2:10][CH2:9][C:8]=1[S:7]2. The catalyst class is: 12. (9) Reactant: [C:1]([NH:9][C:10]1[C:17]2[S:16][C:15]([NH:18][C:19]([CH:21]3[CH2:23][CH2:22]3)=[O:20])=[N:14][C:13]=2[NH:12][N:11]=1)(=[NH:8])[C:2]1[CH:7]=[CH:6][CH:5]=[CH:4][CH:3]=1.C([O-])(O)=O.[Na+].Br[CH2:30][C:31](=O)[C:32]([O:34][CH2:35][CH3:36])=[O:33]. Product: [CH2:35]([O:34][C:32]([C:31]1[N:8]=[C:1]([C:2]2[CH:7]=[CH:6][CH:5]=[CH:4][CH:3]=2)[N:9]([C:10]2[C:17]3[S:16][C:15]([NH:18][C:19]([CH:21]4[CH2:23][CH2:22]4)=[O:20])=[N:14][C:13]=3[NH:12][N:11]=2)[CH:30]=1)=[O:33])[CH3:36]. The catalyst class is: 41. (10) Reactant: [CH3:1][S:2][C:3]1[C:8]2[CH:9]=[C:10]([C:12](OC)=O)[NH:11][C:7]=2[CH:6]=[CH:5][N:4]=1.C1(C)C=CC=CC=1.CC(C)([O-:26])C.[K+].[C:29]([O:33][CH3:34])(=[O:32])[CH:30]=[CH2:31]. Product: [CH3:1][S:2][C:3]1[C:8]2[CH:9]=[C:10]3[N:11]([C:7]=2[CH:6]=[CH:5][N:4]=1)[C:31](=[O:26])[CH:30]([C:29]([O:33][CH3:34])=[O:32])[CH2:12]3. The catalyst class is: 1.